Dataset: NCI-60 drug combinations with 297,098 pairs across 59 cell lines. Task: Regression. Given two drug SMILES strings and cell line genomic features, predict the synergy score measuring deviation from expected non-interaction effect. (1) Drug 1: CS(=O)(=O)C1=CC(=C(C=C1)C(=O)NC2=CC(=C(C=C2)Cl)C3=CC=CC=N3)Cl. Drug 2: CC1C(C(CC(O1)OC2CC(OC(C2O)C)OC3=CC4=CC5=C(C(=O)C(C(C5)C(C(=O)C(C(C)O)O)OC)OC6CC(C(C(O6)C)O)OC7CC(C(C(O7)C)O)OC8CC(C(C(O8)C)O)(C)O)C(=C4C(=C3C)O)O)O)O. Cell line: HOP-92. Synergy scores: CSS=27.6, Synergy_ZIP=6.59, Synergy_Bliss=7.94, Synergy_Loewe=9.69, Synergy_HSA=8.36. (2) Drug 1: CS(=O)(=O)OCCCCOS(=O)(=O)C. Drug 2: C1C(C(OC1N2C=NC3=C2NC=NCC3O)CO)O. Cell line: A549. Synergy scores: CSS=18.3, Synergy_ZIP=-5.02, Synergy_Bliss=0.309, Synergy_Loewe=0.998, Synergy_HSA=0.838. (3) Drug 1: C1=CC(=CC=C1CCCC(=O)O)N(CCCl)CCCl. Drug 2: CC1C(C(=O)NC(C(=O)N2CCCC2C(=O)N(CC(=O)N(C(C(=O)O1)C(C)C)C)C)C(C)C)NC(=O)C3=C4C(=C(C=C3)C)OC5=C(C(=O)C(=C(C5=N4)C(=O)NC6C(OC(=O)C(N(C(=O)CN(C(=O)C7CCCN7C(=O)C(NC6=O)C(C)C)C)C)C(C)C)C)N)C. Cell line: SK-MEL-28. Synergy scores: CSS=6.51, Synergy_ZIP=-3.02, Synergy_Bliss=4.82, Synergy_Loewe=4.31, Synergy_HSA=4.30. (4) Drug 1: C1CCC(C1)C(CC#N)N2C=C(C=N2)C3=C4C=CNC4=NC=N3. Drug 2: C(CN)CNCCSP(=O)(O)O. Cell line: NCIH23. Synergy scores: CSS=13.2, Synergy_ZIP=-1.00, Synergy_Bliss=0.980, Synergy_Loewe=-2.90, Synergy_HSA=0.606. (5) Drug 1: CC(CN1CC(=O)NC(=O)C1)N2CC(=O)NC(=O)C2. Drug 2: C1CC(C1)(C(=O)O)C(=O)O.[NH2-].[NH2-].[Pt+2]. Cell line: HL-60(TB). Synergy scores: CSS=91.2, Synergy_ZIP=-3.84, Synergy_Bliss=-4.13, Synergy_Loewe=-4.34, Synergy_HSA=-0.999. (6) Drug 1: CC12CCC3C(C1CCC2=O)CC(=C)C4=CC(=O)C=CC34C. Drug 2: C1=NC2=C(N=C(N=C2N1C3C(C(C(O3)CO)O)O)F)N. Cell line: SR. Synergy scores: CSS=47.2, Synergy_ZIP=-0.379, Synergy_Bliss=-2.16, Synergy_Loewe=-1.56, Synergy_HSA=-1.64. (7) Drug 1: C1CC(C1)(C(=O)O)C(=O)O.[NH2-].[NH2-].[Pt+2]. Drug 2: C1=CC(=C(C=C1I)F)NC2=C(C=CC(=C2F)F)C(=O)NOCC(CO)O. Cell line: SK-OV-3. Synergy scores: CSS=13.1, Synergy_ZIP=-4.71, Synergy_Bliss=-2.54, Synergy_Loewe=-2.76, Synergy_HSA=-1.85. (8) Drug 1: C1=CN(C(=O)N=C1N)C2C(C(C(O2)CO)O)O.Cl. Drug 2: CC1=C(C(=O)C2=C(C1=O)N3CC4C(C3(C2COC(=O)N)OC)N4)N. Cell line: MALME-3M. Synergy scores: CSS=37.7, Synergy_ZIP=-12.4, Synergy_Bliss=-3.93, Synergy_Loewe=-0.0813, Synergy_HSA=1.47.